This data is from Forward reaction prediction with 1.9M reactions from USPTO patents (1976-2016). The task is: Predict the product of the given reaction. Given the reactants [Cl-].COC1N=C(OC)N=C([N+]2(C)CCOCC2)N=1.[NH2:19][C:20]1[CH:25]=[CH:24][CH:23]=[CH:22][CH:21]=1.[CH2:26]=[C:27]1[CH:33]=[CH:32][C:31]2[CH:34]=[C:35]([C:38](O)=[O:39])[CH:36]=[CH:37][C:30]=2[O:29][CH2:28]1, predict the reaction product. The product is: [CH2:26]=[C:27]1[CH:33]=[CH:32][C:31]2[CH:34]=[C:35]([C:38]([NH:19][C:20]3[CH:25]=[CH:24][CH:23]=[CH:22][CH:21]=3)=[O:39])[CH:36]=[CH:37][C:30]=2[O:29][CH2:28]1.